Dataset: Full USPTO retrosynthesis dataset with 1.9M reactions from patents (1976-2016). Task: Predict the reactants needed to synthesize the given product. (1) Given the product [OH:48][N:47]=[C:26]([CH:27]1[CH2:28][CH2:29][N:30]([C:33]2[S:34][CH:35]=[CH:36][N:37]=2)[CH2:31][CH2:32]1)[CH2:25][N:22]1[CH2:23][CH2:24][C@@:20]([S:39][CH3:40])([C:18]([NH:17][C:14]2[CH:15]=[C:16]3[C:11](=[CH:12][CH:13]=2)[NH:10][N:9]=[C:8]3[C:6]2[CH:5]=[CH:4][N:3]=[C:2]([CH3:1])[CH:7]=2)=[O:19])[CH2:21]1, predict the reactants needed to synthesize it. The reactants are: [CH3:1][C:2]1[CH:7]=[C:6]([C:8]2[C:16]3[C:11](=[CH:12][CH:13]=[C:14]([NH:17][C:18]([C@:20]4([S:39][CH3:40])[CH2:24][CH2:23][N:22]([CH2:25][C:26](=O)[CH:27]5[CH2:32][CH2:31][N:30]([C:33]6[S:34][CH:35]=[CH:36][N:37]=6)[CH2:29][CH2:28]5)[CH2:21]4)=[O:19])[CH:15]=3)[NH:10][N:9]=2)[CH:5]=[CH:4][N:3]=1.N1C=CC=CC=1.[NH2:47][OH:48].Cl. (2) Given the product [CH3:1][O:2][C:3]1[CH:4]=[C:5]([CH:10]=[CH:11][C:12]=1[N:13]1[CH2:18][CH2:17][CH2:16][CH2:15][C:14]1=[O:19])[C:6]([OH:8])=[O:7], predict the reactants needed to synthesize it. The reactants are: [CH3:1][O:2][C:3]1[CH:4]=[C:5]([CH:10]=[CH:11][C:12]=1[N:13]1[CH2:18][CH2:17][CH2:16][CH2:15][C:14]1=[O:19])[C:6]([O:8]C)=[O:7].[OH-].[Li+]. (3) Given the product [Br:23][C:20]1[CH:21]=[CH:22][C:17]([O:7][CH2:6][CH2:5][O:4][C:3]2[C:2]([Cl:1])=[CH:11][C:10]([CH3:12])=[CH:9][C:8]=2[Cl:13])=[N:18][CH:19]=1, predict the reactants needed to synthesize it. The reactants are: [Cl:1][C:2]1[CH:11]=[C:10]([CH3:12])[CH:9]=[C:8]([Cl:13])[C:3]=1[O:4][CH2:5][CH2:6][OH:7].[H-].[Na+].Br[C:17]1[CH:22]=[CH:21][C:20]([Br:23])=[CH:19][N:18]=1. (4) The reactants are: [CH3:1][C:2]1[CH:7]=[CH:6][C:5]([NH:8][C:9]2[C:14]([NH:15][C:16]3[CH:21]=[CH:20][C:19]([CH3:22])=[CH:18][CH:17]=3)=[N:13][CH:12]=[CH:11][N:10]=2)=[CH:4][CH:3]=1.[CH:23](OCC)(OCC)[O:24][CH2:25][CH3:26]. Given the product [CH2:25]([O:24][CH:23]1[N:8]([C:5]2[CH:4]=[CH:3][C:2]([CH3:1])=[CH:7][CH:6]=2)[C:9]2[N:10]=[CH:11][CH:12]=[N:13][C:14]=2[N:15]1[C:16]1[CH:21]=[CH:20][C:19]([CH3:22])=[CH:18][CH:17]=1)[CH3:26], predict the reactants needed to synthesize it. (5) Given the product [CH3:1][C:2]1[CH:3]=[CH:4][C:5]([N:19]2[N:20]=[CH:21][CH:22]=[N:23]2)=[C:6]([CH:18]=1)[C:7]([N:9]1[CH2:13][CH2:12][CH2:11][C@H:10]1[C:14]([OH:16])=[O:15])=[O:8], predict the reactants needed to synthesize it. The reactants are: [CH3:1][C:2]1[CH:3]=[CH:4][C:5]([N:19]2[N:23]=[CH:22][CH:21]=[N:20]2)=[C:6]([CH:18]=1)[C:7]([N:9]1[CH2:13][CH2:12][CH2:11][C@H:10]1[C:14]([O:16]C)=[O:15])=[O:8].[OH-].[Na+]. (6) Given the product [C:1]([C:3]1[CH:4]=[CH:5][C:6]([CH2:7][C@@:8]23[CH2:15][C@@H:14]([OH:16])[CH2:13][N:12]2[C:11](=[O:24])[N:10]([C:25]2[CH:30]=[C:29]([Cl:31])[CH:28]=[C:27]([Cl:32])[CH:26]=2)[C:9]3=[O:33])=[CH:34][CH:35]=1)#[N:2], predict the reactants needed to synthesize it. The reactants are: [C:1]([C:3]1[CH:35]=[CH:34][C:6]([CH2:7][C@@:8]23[CH2:15][C@@H:14]([O:16][Si](C(C)(C)C)(C)C)[CH2:13][N:12]2[C:11](=[O:24])[N:10]([C:25]2[CH:30]=[C:29]([Cl:31])[CH:28]=[C:27]([Cl:32])[CH:26]=2)[C:9]3=[O:33])=[CH:5][CH:4]=1)#[N:2].N1C=CC=CC=1. (7) Given the product [OH:16][C:13]1[CH:14]=[CH:15][C:10]([C:8]([C:5]2[CH:6]=[CH:7][C:2]([I:1])=[CH:3][CH:4]=2)=[O:9])=[CH:11][CH:12]=1, predict the reactants needed to synthesize it. The reactants are: [I:1][C:2]1[CH:7]=[CH:6][C:5]([C:8]([C:10]2[CH:15]=[CH:14][C:13]([O:16]C)=[CH:12][CH:11]=2)=[O:9])=[CH:4][CH:3]=1.[Al+3].[Cl-].[Cl-].[Cl-].O. (8) The reactants are: [C:1]1([C:7]#[C:8][C:9]2[CH:18]=[C:17]3[C:12]([C:13](=[O:24])[N:14]4[CH2:23][CH2:22][CH2:21][CH2:20][CH2:19][C:15]4=[N:16]3)=[CH:11][CH:10]=2)[CH:6]=[CH:5][CH:4]=[CH:3][CH:2]=1. Given the product [CH2:8]([C:9]1[CH:18]=[C:17]2[C:12]([C:13](=[O:24])[N:14]3[CH2:23][CH2:22][CH2:21][CH2:20][CH2:19][C:15]3=[N:16]2)=[CH:11][CH:10]=1)[CH2:7][C:1]1[CH:2]=[CH:3][CH:4]=[CH:5][CH:6]=1, predict the reactants needed to synthesize it.